The task is: Predict the reaction yield, written as a fraction of the theoretical maximum amount of product (1.0 means a 100% yield; for example, 0.34 means a 34% yield).. This data is from Reaction yield outcomes from USPTO patents with 853,638 reactions. (1) The reactants are C1(P(C2C=CC=CC=2)C2C=CC=CC=2)C=CC=CC=1.[NH:20]1[CH2:25][CH2:24][CH2:23][CH:22]([CH:26](O)[CH2:27][CH3:28])[CH2:21]1.CCOC(/N=N/C(OCC)=O)=O.O1CCCCC1[N:48]1[C:56]2[C:51](=[CH:52][C:53]([C:57]3[N:61]=[CH:60][N:59](C(C4C=CC=CC=4)(C4C=CC=CC=4)C4C=CC=CC=4)[N:58]=3)=[CH:54][CH:55]=2)[C:50]([C:81]2[CH:82]=[C:83]([OH:87])[CH:84]=[CH:85][CH:86]=2)=[N:49]1.Cl. The catalyst is O1CCCC1. The product is [NH:58]1[C:57]([C:53]2[CH:52]=[C:51]3[C:56](=[CH:55][CH:54]=2)[NH:48][N:49]=[C:50]3[C:81]2[CH:86]=[CH:85][CH:84]=[C:83]([O:87][CH2:28][CH2:27][CH2:26][CH:22]3[CH2:23][CH2:24][CH2:25][NH:20][CH2:21]3)[CH:82]=2)=[N:61][CH:60]=[N:59]1. The yield is 0.320. (2) The reactants are FC(F)(F)S(O[C:7]1[C:12]2[CH2:13][O:14][C@@H:15]3[C@H:19]([C:11]=2[CH:10]=[CH:9][CH:8]=1)[CH2:18][N:17]([C:20]([O:22][C:23]([CH3:26])([CH3:25])[CH3:24])=[O:21])[CH2:16]3)(=O)=O.[CH3:29][NH:30][CH3:31].C1COCC1.CC(C)([O-])C.[Na+].C1C=CC(P(C2C(C3C(P(C4C=CC=CC=4)C4C=CC=CC=4)=CC=C4C=3C=CC=C4)=C3C(C=CC=C3)=CC=2)C2C=CC=CC=2)=CC=1. The catalyst is C1C=CC(/C=C/C(/C=C/C2C=CC=CC=2)=O)=CC=1.C1C=CC(/C=C/C(/C=C/C2C=CC=CC=2)=O)=CC=1.C1C=CC(/C=C/C(/C=C/C2C=CC=CC=2)=O)=CC=1.[Pd].[Pd].C1(C)C=CC=CC=1. The product is [CH3:29][N:30]([CH3:31])[C:7]1[C:12]2[CH2:13][O:14][C@@H:15]3[C@H:19]([C:11]=2[CH:10]=[CH:9][CH:8]=1)[CH2:18][N:17]([C:20]([O:22][C:23]([CH3:26])([CH3:25])[CH3:24])=[O:21])[CH2:16]3. The yield is 0.760.